Dataset: Reaction yield outcomes from USPTO patents with 853,638 reactions. Task: Predict the reaction yield, written as a fraction of the theoretical maximum amount of product (1.0 means a 100% yield; for example, 0.34 means a 34% yield). (1) The reactants are [CH3:1][S:2][C:3]1[CH:8]=[CH:7][C:6]([C:9](=[O:11])[CH3:10])=[CH:5][CH:4]=1.[Cl:12][C:13]1[CH:14]=[C:15]([C:20](=[O:25])[C:21]([F:24])([F:23])[F:22])[CH:16]=[C:17]([Cl:19])[CH:18]=1.C(N(CCCC)CCCC)CCC. The catalyst is C1(C)C=CC=CC=1. The product is [Cl:12][C:13]1[CH:14]=[C:15]([C:20]([OH:25])([C:21]([F:22])([F:23])[F:24])[CH2:10][C:9]([C:6]2[CH:7]=[CH:8][C:3]([S:2][CH3:1])=[CH:4][CH:5]=2)=[O:11])[CH:16]=[C:17]([Cl:19])[CH:18]=1. The yield is 0.452. (2) The reactants are [NH2:1]/[C:2](/OCC)=[CH:3]\[C:4](=O)[C:5]([F:8])([F:7])[F:6].[C:13]1([NH:19][NH2:20])[CH:18]=[CH:17][CH:16]=[CH:15][CH:14]=1. The catalyst is CCO. The product is [C:13]1([N:19]2[C:2]([NH2:1])=[CH:3][C:4]([C:5]([F:6])([F:7])[F:8])=[N:20]2)[CH:18]=[CH:17][CH:16]=[CH:15][CH:14]=1. The yield is 0.660. (3) The reactants are C[O:2][C:3](=[O:43])[C@H:4]([CH2:12][C:13]1[CH:18]=[C:17]([Cl:19])[C:16]([O:20][CH2:21][CH2:22][C:23]2[N:24]=[C:25]([C:28]3[CH:33]=[CH:32][CH:31]=[C:30]([O:34]CC4C=CC=CC=4)[CH:29]=3)[O:26][CH:27]=2)=[C:15]([Cl:42])[CH:14]=1)[NH:5]C(=O)C(F)(F)F.Cl. The catalyst is C(O)(=O)C. The product is [Cl:19][C:17]1[CH:18]=[C:13]([CH:14]=[C:15]([Cl:42])[C:16]=1[O:20][CH2:21][CH2:22][C:23]1[N:24]=[C:25]([C:28]2[CH:33]=[CH:32][CH:31]=[C:30]([OH:34])[CH:29]=2)[O:26][CH:27]=1)[CH2:12][C@@H:4]([C:3]([OH:43])=[O:2])[NH2:5]. The yield is 0.520. (4) The reactants are Cl[C:2](=[O:8])[C:3]([O:5][CH2:6][CH3:7])=[O:4].[NH2:9][C:10]1[CH:15]=[CH:14][C:13]([Br:16])=[CH:12][C:11]=1[C:17](=[O:19])[CH3:18].N1C=CC=CC=1.O. The catalyst is ClCCl. The product is [C:17]([C:11]1[CH:12]=[C:13]([Br:16])[CH:14]=[CH:15][C:10]=1[NH:9][C:2](=[O:8])[C:3]([O:5][CH2:6][CH3:7])=[O:4])(=[O:19])[CH3:18]. The yield is 0.850. (5) The reactants are [C:1]([NH:4][C:5]([NH2:7])=[NH:6])(=[O:3])[CH3:2].Br[CH2:9][C:10]([C:12]1[CH:17]=[CH:16][C:15]([O:18][C:19]([F:22])([F:21])[F:20])=[CH:14][CH:13]=1)=O. The catalyst is CN(C=O)C. The product is [F:20][C:19]([F:21])([F:22])[O:18][C:15]1[CH:14]=[CH:13][C:12]([C:10]2[N:6]=[C:5]([NH:4][C:1](=[O:3])[CH3:2])[NH:7][CH:9]=2)=[CH:17][CH:16]=1. The yield is 0.300.